Dataset: HIV replication inhibition screening data with 41,000+ compounds from the AIDS Antiviral Screen. Task: Binary Classification. Given a drug SMILES string, predict its activity (active/inactive) in a high-throughput screening assay against a specified biological target. (1) The molecule is CC1=CC(=O)C(=CNC(=S)Nc2cc(Cl)ccc2Cl)C(=O)O1. The result is 0 (inactive). (2) The drug is Cc1cc(Cl)ccc1NC(=O)C(Cc1nc2ccc(C(=O)c3ccccc3)cc2nc1O)=NNC(=O)c1ccncc1. The result is 0 (inactive). (3) The result is 0 (inactive). The compound is Cn1c(=O)nc2n(-c3cc(C(F)(F)F)cc(C(F)(F)F)c3)c3ccccc3nc-2c1=O. (4) The drug is Oc1nc(O)c2nc(Cl)[nH]c2n1. The result is 0 (inactive). (5) The compound is COc1cc2c(cc1O)C1C(O)C(O)C=C3CCN(C2)C31. The result is 0 (inactive). (6) The compound is CCN(CC)C(=O)N1CCN(C)CC1. The result is 0 (inactive). (7) The compound is CCOc1ccccc1C=C1NC(=O)N(C=C2C(=O)Oc3ccccc3C2=O)C1=O. The result is 0 (inactive).